This data is from Forward reaction prediction with 1.9M reactions from USPTO patents (1976-2016). The task is: Predict the product of the given reaction. (1) Given the reactants C([O-])([O-])=O.[K+].[K+].F[C:8]1[C:16]2[CH:15]=[CH:14][S:13][C:12]=2[C:11]([C:17]#[N:18])=[CH:10][CH:9]=1.[NH2:19][C@@H:20]([C:24]([OH:26])=[O:25])[C@H:21]([CH3:23])[OH:22], predict the reaction product. The product is: [C:17]([C:11]1[C:12]2[S:13][CH:14]=[CH:15][C:16]=2[C:8]([NH:19][C@H:20]([C@@H:21]([OH:22])[CH3:23])[C:24]([OH:26])=[O:25])=[CH:9][CH:10]=1)#[N:18]. (2) The product is: [N+:8]([C:3]1[C:2]([C:18]2[CH:17]=[C:16]3[C:21](=[CH:20][CH:19]=2)[C:12](=[O:11])[NH:13][CH2:14][CH2:15]3)=[CH:7][CH:6]=[CH:5][N:4]=1)([O-:10])=[O:9]. Given the reactants Br[C:2]1[C:3]([N+:8]([O-:10])=[O:9])=[N:4][CH:5]=[CH:6][CH:7]=1.[O:11]=[C:12]1[C:21]2[C:16](=[CH:17][C:18](B(O)O)=[CH:19][CH:20]=2)[CH2:15][CH2:14][NH:13]1.C([O-])([O-])=O.[Cs+].[Cs+], predict the reaction product. (3) Given the reactants [CH:1]1([NH:7][CH:8]2[CH2:13][CH2:12][CH2:11][CH2:10][CH2:9]2)[CH2:6][CH2:5][CH2:4][CH2:3][CH2:2]1.C([N:16]([CH2:19][CH3:20])[CH2:17][CH3:18])C.ClC(Cl)(O[C:25](=[O:31])OC(Cl)(Cl)Cl)Cl, predict the reaction product. The product is: [CH:8]1([N:7]([CH:1]2[CH2:2][CH2:3][CH2:4][CH2:5][CH2:6]2)[C:25](=[O:31])[N:16]([CH:17]2[CH2:18][CH2:10][CH2:9][CH2:8][CH2:13]2)[CH:19]2[CH2:20][CH2:3][CH2:2][CH2:1][CH2:6]2)[CH2:9][CH2:10][CH2:11][CH2:12][CH2:13]1.